This data is from Forward reaction prediction with 1.9M reactions from USPTO patents (1976-2016). The task is: Predict the product of the given reaction. (1) Given the reactants [NH2:1][N:2]1[CH2:7][CH2:6][CH:5]([C:8]2[NH:9][C:10](=[O:19])[C:11]3[C:16]([CH:17]=2)=[C:15]([CH3:18])[CH:14]=[CH:13][CH:12]=3)[CH2:4][CH2:3]1.[CH3:20][S:21](Cl)(=[O:23])=[O:22].O, predict the reaction product. The product is: [CH3:20][S:21]([NH:1][N:2]1[CH2:3][CH2:4][CH:5]([C:8]2[NH:9][C:10](=[O:19])[C:11]3[C:16]([CH:17]=2)=[C:15]([CH3:18])[CH:14]=[CH:13][CH:12]=3)[CH2:6][CH2:7]1)(=[O:23])=[O:22]. (2) Given the reactants [CH3:1][C:2]([CH3:7])([CH3:6])[CH2:3][CH:4]=O.N1CCCC1.O.C1(C)C=CC([S:20](O)(=O)=O)=CC=1.[S].[N:26]#[C:27][NH2:28], predict the reaction product. The product is: [C:2]([C:3]1[S:20][C:27]([NH2:28])=[N:26][CH:4]=1)([CH3:7])([CH3:6])[CH3:1]. (3) Given the reactants [CH2:1]([NH:3][C:4]1[CH:9]=[C:8]([O:10][CH3:11])[CH:7]=[CH:6][C:5]=1[C@@H:12]1[CH2:21][CH2:20][C:19]2[CH:18]=[C:17]([O:22]C(=O)C(C)(C)C)[CH:16]=[CH:15][C:14]=2[CH2:13]1)[CH3:2].C(OC(=O)[NH:35][C:36]1([CH2:41][O:42][C:43]2[CH:48]=[CH:47][C:46]([CH:49]=O)=[CH:45][CH:44]=2)[CH2:40][CH2:39][CH2:38][CH2:37]1)(C)(C)C, predict the reaction product. The product is: [NH2:35][C:36]1([CH2:41][O:42][C:43]2[CH:44]=[CH:45][C:46]([CH2:49][CH2:2][CH2:1][NH:3][C:4]3[CH:9]=[C:8]([O:10][CH3:11])[CH:7]=[CH:6][C:5]=3[C@@H:12]3[CH2:21][CH2:20][C:19]4[CH:18]=[C:17]([OH:22])[CH:16]=[CH:15][C:14]=4[CH2:13]3)=[CH:47][CH:48]=2)[CH2:37][CH2:38][CH2:39][CH2:40]1. (4) The product is: [C:1]([O:5][C:6]([N:8]1[CH2:13][CH2:12][CH:11]([NH:14][C:15]([C:17]2[CH:18]=[N:19][C:20]([N:23]([C:24]([O:26][C:27]([CH3:30])([CH3:29])[CH3:28])=[O:25])[CH3:31])=[CH:21][CH:22]=2)=[O:16])[CH2:10][CH2:9]1)=[O:7])([CH3:4])([CH3:3])[CH3:2]. Given the reactants [C:1]([O:5][C:6]([N:8]1[CH2:13][CH2:12][CH:11]([NH:14][C:15]([C:17]2[CH:18]=[N:19][C:20]([NH:23][C:24]([O:26][C:27]([CH3:30])([CH3:29])[CH3:28])=[O:25])=[CH:21][CH:22]=2)=[O:16])[CH2:10][CH2:9]1)=[O:7])([CH3:4])([CH3:3])[CH3:2].[CH3:31][Si](C)(C)[N-][Si](C)(C)C.[Na+].CI, predict the reaction product. (5) Given the reactants C1(P(C2C=CC=CC=2)C2C=CC=CC=2)C=CC=CC=1.N(C(OCC)=O)=NC(OCC)=O.[OH:32][C:33]1[C:42]2[C:37](=[CH:38][CH:39]=[CH:40][CH:41]=2)[N:36]([CH3:43])[C:35](=[O:44])[CH:34]=1.[N:45]1[CH:50]=[CH:49][CH:48]=[C:47]([CH2:51][CH2:52][N:53]([CH2:58][C:59]2[CH:64]=[CH:63][N:62]=[CH:61][CH:60]=2)[CH2:54][CH2:55][CH2:56]O)[CH:46]=1.C(OC(=O)C)C.[ClH:71], predict the reaction product. The product is: [ClH:71].[ClH:71].[ClH:71].[CH3:43][N:36]1[C:37]2[C:42](=[CH:41][CH:40]=[CH:39][CH:38]=2)[C:33]([O:32][CH2:56][CH2:55][CH2:54][N:53]([CH2:52][CH2:51][C:47]2[CH:46]=[N:45][CH:50]=[CH:49][CH:48]=2)[CH2:58][C:59]2[CH:64]=[CH:63][N:62]=[CH:61][CH:60]=2)=[CH:34][C:35]1=[O:44].